This data is from Full USPTO retrosynthesis dataset with 1.9M reactions from patents (1976-2016). The task is: Predict the reactants needed to synthesize the given product. The reactants are: [OH:1][CH2:2][C@@H:3]([C@H:5]([C@@H:7]([C@@H:9]([CH2:11][OH:12])[OH:10])[OH:8])[OH:6])[OH:4].[C:13]1(=[O:20])[O:19][C:17](=[O:18])[CH2:16][C:14]1=[CH2:15]. Given the product [C:13]([OH:19])(=[O:20])[C:14]([CH2:16][C:17]([OH:1])=[O:18])=[CH2:15].[C:13]([OH:19])(=[O:20])[C:14]([CH2:16][C:17]([OH:1])=[O:18])=[CH2:15].[OH:12][CH2:11][C@@H:9]([C@H:7]([C@@H:5]([C@@H:3]([CH2:2][OH:1])[OH:4])[OH:6])[OH:8])[OH:10], predict the reactants needed to synthesize it.